Dataset: Reaction yield outcomes from USPTO patents with 853,638 reactions. Task: Predict the reaction yield, written as a fraction of the theoretical maximum amount of product (1.0 means a 100% yield; for example, 0.34 means a 34% yield). The catalyst is C(O)C.N1CCCCC1. The yield is 0.560. The reactants are [F:1][C:2]1[CH:7]=[CH:6][C:5]([C:8]2[CH:16]=[CH:15][CH:14]=[C:13]3[C:9]=2[CH2:10][C:11](=[O:17])[NH:12]3)=[CH:4][CH:3]=1.[CH3:18][C:19]1[C:23]([C:24]([N:26]2[CH2:31][CH2:30][N:29]([CH3:32])[CH2:28][CH2:27]2)=[O:25])=[C:22]([CH3:33])[NH:21][C:20]=1[CH:34]=O. The product is [CH3:18][C:19]1[C:23]([C:24]([N:26]2[CH2:27][CH2:28][N:29]([CH3:32])[CH2:30][CH2:31]2)=[O:25])=[C:22]([CH3:33])[NH:21][C:20]=1[CH:34]=[C:10]1[C:9]2[C:13](=[CH:14][CH:15]=[CH:16][C:8]=2[C:5]2[CH:4]=[CH:3][C:2]([F:1])=[CH:7][CH:6]=2)[NH:12][C:11]1=[O:17].